From a dataset of Full USPTO retrosynthesis dataset with 1.9M reactions from patents (1976-2016). Predict the reactants needed to synthesize the given product. Given the product [C:1]([O:4][C:5]1[CH:24]=[CH:23][C:8]([C:9]2[CH:10]([CH2:25][CH3:26])[O:11][C:12]3[C:17]([CH:18]=2)=[CH:16][CH:15]=[C:14]([O:19][C:20](=[O:22])[CH3:21])[CH:13]=3)=[CH:7][CH:6]=1)(=[O:3])[CH3:2], predict the reactants needed to synthesize it. The reactants are: [C:1]([O:4][C:5]1[CH:24]=[CH:23][C:8]([C:9]2[CH2:10][O:11][C:12]3[C:17]([CH:18]=2)=[CH:16][CH:15]=[C:14]([O:19][C:20](=[O:22])[CH3:21])[CH:13]=3)=[CH:7][CH:6]=1)(=[O:3])[CH3:2].[CH:25]1C=CC([C+](C2C=CC=CC=2)C2C=CC=CC=2)=C[CH:26]=1.F[P-](F)(F)(F)(F)F.C([Zn]CC)C.